Dataset: Full USPTO retrosynthesis dataset with 1.9M reactions from patents (1976-2016). Task: Predict the reactants needed to synthesize the given product. (1) Given the product [N:24]1[C:16]([C:15]2[C:10]([NH:9][C:8]3[C:3]([F:2])=[C:4]([NH:32][S:33]([C:36]4[CH:37]=[CH:38][CH:39]=[C:40]5[C:45]=4[O:44][CH2:43][CH2:42][CH2:41]5)(=[O:34])=[O:35])[CH:5]=[CH:6][C:7]=3[F:31])=[N:11][CH:12]=[CH:13][CH:14]=2)=[C:17]2[C:21]([NH:20][CH:19]=[N:18]2)=[N:22][CH:23]=1, predict the reactants needed to synthesize it. The reactants are: Cl.[F:2][C:3]1[C:8]([NH:9][C:10]2[C:15]([C:16]3[N:24]=[CH:23][N:22]=[C:21]4[C:17]=3[N:18]=[CH:19][N:20]4C3CCCCO3)=[CH:14][CH:13]=[CH:12][N:11]=2)=[C:7]([F:31])[CH:6]=[CH:5][C:4]=1[NH:32][S:33]([C:36]1[CH:37]=[CH:38][CH:39]=[C:40]2[C:45]=1[O:44][CH2:43][CH2:42][CH2:41]2)(=[O:35])=[O:34]. (2) Given the product [C:1]([C:3]1[CH:8]=[CH:7][C:6]([N:9]2[CH2:14][CH2:13][CH2:12][C@H:11]([NH:15][C@@H:16]3[CH2:21][CH2:20][CH2:19][CH2:18][C@H:17]3[NH:22][C:36](=[O:46])[O:37][CH2:38][CH2:39][C:40]3[CH:45]=[CH:44][CH:43]=[CH:42][CH:41]=3)[CH2:10]2)=[CH:5][CH:4]=1)#[N:2], predict the reactants needed to synthesize it. The reactants are: [C:1]([C:3]1[CH:8]=[CH:7][C:6]([N:9]2[CH2:14][CH2:13][CH2:12][C@H:11]([NH:15][C@@H:16]3[CH2:21][CH2:20][CH2:19][CH2:18][C@H:17]3[NH:22]C(=O)CC3C4C(=CC=CC=4)N(C)C=3)[CH2:10]2)=[CH:5][CH:4]=1)#[N:2].[C:36](Cl)(=[O:46])[O:37][CH2:38][CH2:39][C:40]1[CH:45]=[CH:44][CH:43]=[CH:42][CH:41]=1. (3) The reactants are: O[CH2:2][C:3]1([CH2:7][O:8][C:9]2[CH:10]=[N:11][C:12]([C:15]3[CH:16]=[C:17]([CH:32]=[CH:33][CH:34]=3)[CH2:18][C:19]3[C:24](=[O:25])[CH:23]=[CH:22][N:21]([C:26]4[CH:27]=[N:28][N:29]([CH3:31])[CH:30]=4)[N:20]=3)=[N:13][CH:14]=2)[CH2:6][O:5][CH2:4]1.CCN(S(F)(F)[F:41])CC. Given the product [F:41][CH2:2][C:3]1([CH2:7][O:8][C:9]2[CH:10]=[N:11][C:12]([C:15]3[CH:16]=[C:17]([CH:32]=[CH:33][CH:34]=3)[CH2:18][C:19]3[C:24](=[O:25])[CH:23]=[CH:22][N:21]([C:26]4[CH:27]=[N:28][N:29]([CH3:31])[CH:30]=4)[N:20]=3)=[N:13][CH:14]=2)[CH2:6][O:5][CH2:4]1, predict the reactants needed to synthesize it. (4) Given the product [F:1][C:2]1[CH:7]=[CH:6][C:5]([O:8][CH3:9])=[CH:4][C:3]=1[C:10]1[CH:15]=[CH:14][C:13]([CH:16]2[CH2:25][CH2:24][C:23]3[C:18](=[CH:19][C:20]([CH:4]([CH3:3])[C:5]([OH:8])=[O:32])=[CH:21][CH:22]=3)[O:17]2)=[CH:12][CH:11]=1, predict the reactants needed to synthesize it. The reactants are: [F:1][C:2]1[CH:7]=[CH:6][C:5]([O:8][CH3:9])=[CH:4][C:3]=1[C:10]1[CH:15]=[CH:14][C:13]([CH:16]2[CH2:25][CH2:24][C:23]3[C:18](=[CH:19][C:20](OC(=O)CC)=[CH:21][CH:22]=3)[O:17]2)=[CH:12][CH:11]=1.[Li+].[OH-:32].Cl. (5) Given the product [CH:30]([CH:13]1[N:14]([C:17](=[S:29])[NH:18][C:19]2[CH:28]=[CH:27][CH:26]=[C:25]3[C:20]=2[CH:21]=[CH:22][CH:23]=[N:24]3)[CH2:15][CH2:16][N:11]([C:8]2[CH:7]=[N:6][C:5]([C:3]([OH:4])=[O:2])=[CH:10][N:9]=2)[CH2:12]1)([CH3:32])[CH3:31], predict the reactants needed to synthesize it. The reactants are: C[O:2][C:3]([C:5]1[N:6]=[CH:7][C:8]([N:11]2[CH2:16][CH2:15][N:14]([C:17](=[S:29])[NH:18][C:19]3[CH:28]=[CH:27][CH:26]=[C:25]4[C:20]=3[CH:21]=[CH:22][CH:23]=[N:24]4)[CH:13]([CH:30]([CH3:32])[CH3:31])[CH2:12]2)=[N:9][CH:10]=1)=[O:4].[OH-].[Li+]. (6) Given the product [N+:1]([C:4]1[CH:24]=[CH:23][C:7]2[C:8]3[CH:18]=[CH:17][C:16]([S:19]([Cl:27])(=[O:21])=[O:20])=[CH:15][C:9]=3[S:10][C:6]=2[CH:5]=1)([O-:3])=[O:2], predict the reactants needed to synthesize it. The reactants are: [N+:1]([C:4]1[CH:24]=[CH:23][C:7]2[C:8]3[CH:18]=[CH:17][C:16]([S:19]([O-])(=[O:21])=[O:20])=[CH:15][C:9]=3[S+:10](C(F)(F)F)[C:6]=2[CH:5]=1)([O-:3])=[O:2].S(Cl)([Cl:27])=O. (7) Given the product [F:40][C:38]1([F:41])[CH2:39][CH:37]1[CH2:36][CH2:35][O:17][C:15]1[CH:14]=[CH:13][C:11]2[N:12]=[C:8]([C:7]3[N:6]=[CH:5][C:4]([O:18][CH2:19][C@@H:20]([NH:22][C:23](=[O:29])[O:24][C:25]([CH3:28])([CH3:27])[CH3:26])[CH3:21])=[CH:3][C:2]=3[F:1])[O:9][C:10]=2[CH:16]=1, predict the reactants needed to synthesize it. The reactants are: [F:1][C:2]1[CH:3]=[C:4]([O:18][CH2:19][C@@H:20]([NH:22][C:23](=[O:29])[O:24][C:25]([CH3:28])([CH3:27])[CH3:26])[CH3:21])[CH:5]=[N:6][C:7]=1[C:8]1[O:9][C:10]2[CH:16]=[C:15]([OH:17])[CH:14]=[CH:13][C:11]=2[N:12]=1.CS(O[CH2:35][CH2:36][CH:37]1[CH2:39][C:38]1([F:41])[F:40])(=O)=O.C(=O)([O-])[O-].[K+].[K+].CN(C=O)C. (8) Given the product [Cl:1][C:2]1[CH:3]=[CH:4][C:5]([S:23][CH2:48][C:49]([N:51]([CH3:53])[CH3:52])=[O:50])=[C:6]([NH:8][S:9]([C:12]2[CH:17]=[CH:16][C:15]([Cl:18])=[C:14]([C:19]([F:20])([F:21])[F:22])[CH:13]=2)(=[O:11])=[O:10])[CH:7]=1, predict the reactants needed to synthesize it. The reactants are: [Cl:1][C:2]1[CH:3]=[CH:4][C:5]([S:23][S:23][C:5]2[CH:4]=[CH:3][C:2]([Cl:1])=[CH:7][C:6]=2[NH:8][S:9]([C:12]2[CH:17]=[CH:16][C:15]([Cl:18])=[C:14]([C:19]([F:22])([F:21])[F:20])[CH:13]=2)(=[O:11])=[O:10])=[C:6]([NH:8][S:9]([C:12]2[CH:17]=[CH:16][C:15]([Cl:18])=[C:14]([C:19]([F:22])([F:21])[F:20])[CH:13]=2)(=[O:11])=[O:10])[CH:7]=1.Cl[CH2:48][C:49]([N:51]([CH3:53])[CH3:52])=[O:50].